Dataset: Full USPTO retrosynthesis dataset with 1.9M reactions from patents (1976-2016). Task: Predict the reactants needed to synthesize the given product. (1) Given the product [Br:1][C:2]1[CH:9]=[CH:8][C:5]([C:6]2[O:7][CH:21]=[N:20][CH:19]=2)=[CH:4][CH:3]=1, predict the reactants needed to synthesize it. The reactants are: [Br:1][C:2]1[CH:9]=[CH:8][C:5]([CH:6]=[O:7])=[CH:4][CH:3]=1.C1(C)C=CC(S([CH2:19][N+:20]#[C-:21])(=O)=O)=CC=1.C(=O)([O-])[O-].[K+].[K+]. (2) Given the product [C:1]([O:5][C:6]([NH:8][C@H:9]([C:20]([O:22][CH:23]1[CH2:24][CH2:25][CH2:26][CH2:27]1)=[O:21])[CH2:10][CH2:11][OH:12])=[O:7])([CH3:4])([CH3:2])[CH3:3], predict the reactants needed to synthesize it. The reactants are: [C:1]([O:5][C:6]([NH:8][C@H:9]([C:20]([O:22][CH:23]1[CH2:27][CH2:26][CH2:25][CH2:24]1)=[O:21])[CH2:10][CH2:11][O:12][Si](C(C)(C)C)(C)C)=[O:7])([CH3:4])([CH3:3])[CH3:2].CCOC(C)=O. (3) The reactants are: C(OC(=O)[NH:7][C:8]1[CH:13]=[C:12]([Cl:14])[C:11]([C:15]2[S:16][C:17]3[C:18]([NH:24][C:25]4[CH:30]=[C:29]([CH3:31])[N:28]=[CH:27][N:26]=4)=[N:19][CH:20]=[CH:21][C:22]=3[N:23]=2)=[C:10]([Cl:32])[CH:9]=1)(C)(C)C. Given the product [NH2:7][C:8]1[CH:9]=[C:10]([Cl:32])[C:11]([C:15]2[S:16][C:17]3[C:18]([NH:24][C:25]4[CH:30]=[C:29]([CH3:31])[N:28]=[CH:27][N:26]=4)=[N:19][CH:20]=[CH:21][C:22]=3[N:23]=2)=[C:12]([Cl:14])[CH:13]=1, predict the reactants needed to synthesize it.